This data is from Catalyst prediction with 721,799 reactions and 888 catalyst types from USPTO. The task is: Predict which catalyst facilitates the given reaction. (1) Reactant: [NH2:1][C:2]([NH2:4])=[S:3].Br[CH2:6][C:7](=O)[C:8]([O:10][CH2:11][CH3:12])=[O:9]. Product: [CH2:11]([O:10][C:8]([C:7]1[N:1]=[C:2]([NH2:4])[S:3][CH:6]=1)=[O:9])[CH3:12]. The catalyst class is: 8. (2) Reactant: [C:1]([C:3]1[CH:4]=[C:5]([CH:10]=[C:11]([O:13][CH2:14][CH2:15][O:16][CH3:17])[CH:12]=1)[C:6]([O:8]C)=[O:7])#[N:2].[OH-].[Li+]. Product: [C:1]([C:3]1[CH:4]=[C:5]([CH:10]=[C:11]([O:13][CH2:14][CH2:15][O:16][CH3:17])[CH:12]=1)[C:6]([OH:8])=[O:7])#[N:2]. The catalyst class is: 7. (3) Reactant: [Br:1]Br.[NH2:3][C:4]1[CH:9]=[CH:8][C:7]([NH:10][C:11](=[O:17])[O:12][C:13]([CH3:16])([CH3:15])[CH3:14])=[C:6]([C:18]#[N:19])[CH:5]=1. Product: [NH2:3][C:4]1[CH:9]=[CH:8][C:7]([NH:10][C:11](=[O:17])[O:12][C:13]([CH3:14])([CH3:15])[CH3:16])=[C:6]([C:18]#[N:19])[C:5]=1[Br:1]. The catalyst class is: 411. (4) Reactant: [CH3:1][S:2]([C:5]1[CH:10]=[CH:9][C:8]([C@@H:11]([CH2:15][CH:16]2[CH2:21][CH2:20][O:19][CH2:18][CH2:17]2)[C:12]([OH:14])=O)=[CH:7][C:6]=1[CH3:22])(=[O:4])=[O:3].C(Cl)(=O)C(Cl)=O.[NH2:29][C:30]1[CH:34]=[CH:33][N:32]([CH2:35][C:36]([CH3:39])([OH:38])[CH3:37])[N:31]=1.N1C(C)=CC=CC=1C. Product: [OH:38][C:36]([CH3:39])([CH3:37])[CH2:35][N:32]1[CH:33]=[CH:34][C:30]([NH:29][C:12](=[O:14])[C@@H:11]([C:8]2[CH:9]=[CH:10][C:5]([S:2]([CH3:1])(=[O:4])=[O:3])=[C:6]([CH3:22])[CH:7]=2)[CH2:15][CH:16]2[CH2:21][CH2:20][O:19][CH2:18][CH2:17]2)=[N:31]1. The catalyst class is: 2. (5) Reactant: F[C:2]1[CH:9]=[CH:8][C:5]([C:6]#[N:7])=[C:4]([C:10]([F:13])([F:12])[F:11])[CH:3]=1.[NH2:14][C@H:15]([C:19](O)([CH3:21])[CH3:20])[C:16]([OH:18])=[O:17].[C:23]([O-])([O-])=O.[K+].[K+]. Product: [C:6]([C:5]1[CH:8]=[CH:9][C:2]([NH:14][C@H:15]([C:19]([CH3:21])([CH3:23])[CH3:20])[C:16]([OH:18])=[O:17])=[CH:3][C:4]=1[C:10]([F:13])([F:12])[F:11])#[N:7]. The catalyst class is: 16. (6) Reactant: Cl[C:2]1[N:11]=[C:10]([N:12]([C:14]2[CH:19]=[CH:18][C:17]([O:20][CH3:21])=[CH:16][CH:15]=2)[CH3:13])[C:9]2[C:4](=[CH:5][CH:6]=[CH:7][CH:8]=2)[N:3]=1.Cl.[NH2:23][OH:24]. Product: [OH:24][NH:23][C:2]1[N:11]=[C:10]([N:12]([C:14]2[CH:19]=[CH:18][C:17]([O:20][CH3:21])=[CH:16][CH:15]=2)[CH3:13])[C:9]2[C:4](=[CH:5][CH:6]=[CH:7][CH:8]=2)[N:3]=1. The catalyst class is: 32. (7) Product: [CH3:56][O:55][C:53](=[O:54])[CH2:52][CH2:51][CH2:50][C:49]#[C:48][CH2:47][C@@H:19]1[C@@H:18]([CH2:17][O:16][Si:9]([C:12]([CH3:15])([CH3:14])[CH3:13])([CH3:11])[CH3:10])[CH2:22][N:21]([CH2:23][C:24]2[CH:29]=[CH:28][C:27]([O:30][CH3:31])=[CH:26][C:25]=2[O:32][CH3:33])[C:20]1=[O:34]. Reactant: C([N-]C(C)C)(C)C.[Li+].[Si:9]([O:16][CH2:17][CH:18]1[CH2:22][N:21]([CH2:23][C:24]2[CH:29]=[CH:28][C:27]([O:30][CH3:31])=[CH:26][C:25]=2[O:32][CH3:33])[C:20](=[O:34])[CH2:19]1)([C:12]([CH3:15])([CH3:14])[CH3:13])([CH3:11])[CH3:10].CN(C)P(N(C)C)(N(C)C)=O.I[CH2:47][C:48]#[C:49][CH2:50][CH2:51][CH2:52][C:53]([O:55][CH3:56])=[O:54]. The catalyst class is: 1. (8) Reactant: [F:1][C:2]1[C:3]([OH:12])=[C:4]([O:10][CH3:11])[CH:5]=[C:6]([CH:9]=1)[CH:7]=[O:8].I[CH3:14]. The catalyst class is: 3. Product: [F:1][C:2]1[CH:9]=[C:6]([CH:5]=[C:4]([O:10][CH3:11])[C:3]=1[O:12][CH3:14])[CH:7]=[O:8].